Dataset: Full USPTO retrosynthesis dataset with 1.9M reactions from patents (1976-2016). Task: Predict the reactants needed to synthesize the given product. (1) Given the product [Cl:20][C:16]1[CH:15]=[C:14]([C@H:12]([OH:13])[C:11]([C:22]2[CH:23]=[CH:24][C:25]([Cl:28])=[CH:26][CH:27]=2)([NH:10][CH2:8][CH:5]2[CH2:6][CH2:7]2)[CH3:21])[CH:19]=[CH:18][CH:17]=1, predict the reactants needed to synthesize it. The reactants are: C(O)(=O)C.[CH:5]1([CH:8]=O)[CH2:7][CH2:6]1.[NH2:10][C@@:11]([C:22]1[CH:27]=[CH:26][C:25]([Cl:28])=[CH:24][CH:23]=1)([CH3:21])[C@H:12]([C:14]1[CH:19]=[CH:18][CH:17]=[C:16]([Cl:20])[CH:15]=1)[OH:13].C([BH3-])#N.[Na+].Cl. (2) Given the product [C:20]([O:19][C:17]([N:14]1[CH2:15][CH2:16][CH:11]([N:9]2[CH:10]=[C:6]([C:4]([OH:5])=[O:3])[NH:7][C:8]2=[O:24])[CH2:12][CH2:13]1)=[O:18])([CH3:23])([CH3:21])[CH3:22], predict the reactants needed to synthesize it. The reactants are: C([O:3][C:4]([C:6]1[NH:7][C:8](=[O:24])[N:9]([CH:11]2[CH2:16][CH2:15][N:14]([C:17]([O:19][C:20]([CH3:23])([CH3:22])[CH3:21])=[O:18])[CH2:13][CH2:12]2)[CH:10]=1)=[O:5])C.O.O.[OH-].[Li+]. (3) The reactants are: C[O:2][C:3]([CH:5]1[CH2:9][N:8]([S:10]([C:13]2[CH:18]=[CH:17][CH:16]=[CH:15][CH:14]=2)(=[O:12])=[O:11])[C:7](=[O:19])[N:6]1[C:20]1[CH:25]=[CH:24][CH:23]=[CH:22][C:21]=1[Cl:26])=[O:4].[OH-].[Na+]. Given the product [C:13]1([S:10]([N:8]2[CH2:9][CH:5]([C:3]([OH:4])=[O:2])[N:6]([C:20]3[CH:25]=[CH:24][CH:23]=[CH:22][C:21]=3[Cl:26])[C:7]2=[O:19])(=[O:11])=[O:12])[CH:14]=[CH:15][CH:16]=[CH:17][CH:18]=1, predict the reactants needed to synthesize it. (4) The reactants are: I[C:2]1[C:3]([C:7]([F:13])([F:12])[C:8]([F:11])([F:10])[F:9])=[N:4][NH:5][CH:6]=1.I[C:15]([F:21])([F:20])[C:16]([F:19])([F:18])[F:17]. Given the product [F:12][C:7]([F:13])([C:3]1[C:2]([C:15]([F:21])([F:20])[C:16]([F:19])([F:18])[F:17])=[CH:6][NH:5][N:4]=1)[C:8]([F:11])([F:10])[F:9], predict the reactants needed to synthesize it. (5) Given the product [Cl:7][C:8]1[CH:9]=[C:10]([CH:13]=[CH:14][C:15]=1[O:16][CH2:2][CH2:3][CH2:4][CH2:5][CH3:6])[CH:11]=[O:12], predict the reactants needed to synthesize it. The reactants are: Br[CH2:2][CH2:3][CH2:4][CH2:5][CH3:6].[Cl:7][C:8]1[CH:9]=[C:10]([CH:13]=[CH:14][C:15]=1[OH:16])[CH:11]=[O:12].BrCCC.OC1C=CC(C=O)=CC=1.